From a dataset of TAP: 5 developability metrics (CDR length, charge patches, hydrophobicity). Multi-output Regression. Predict 5 antibody developability metrics. Developability metrics: CDR_Length=44.0, PSH=109, PPC=1.15, PNC=0.286, SFvCSP=6.30. The antibody is ["['QVQLVQSGAEVKKPGASVKVSCKASGYTFSTMYMSWVRQAPGQGLEWMGRIDPANEHTNYAQKFQGRVTMTRDTSISTAYMELSRLTSDDTAVYYCARSYYYYNMDYWGQGTLVTVSS'\\n 'QIVLTQSPATLSVSPGERATLSCRASQSVSYMHWYQQKPGQAPRLLIYGVFRRATGIPDRFSGSGSGTDFTLTIGRLEPEDFAVYYCLQWSSDPPTFGQGTKLEIK']"].